From a dataset of Full USPTO retrosynthesis dataset with 1.9M reactions from patents (1976-2016). Predict the reactants needed to synthesize the given product. (1) Given the product [CH:51]1([C:2]2[CH:3]=[C:4]([C@H:12]3[O:16][C:15](=[O:17])[N:14]([CH2:18][C:19]4[C:24]([C:25]5[CH:30]=[C:29]([CH:31]([CH3:32])[CH3:33])[C:28]([F:34])=[CH:27][C:26]=5[O:35][CH3:36])=[CH:23][N:22]=[C:21]([N:37]5[CH2:38][CH:39]([F:41])[CH2:40]5)[N:20]=4)[C@H:13]3[CH3:42])[CH:5]=[C:6]([C:8]([F:9])([F:10])[F:11])[CH:7]=2)[CH2:53][CH2:52]1, predict the reactants needed to synthesize it. The reactants are: Br[C:2]1[CH:3]=[C:4]([C@H:12]2[O:16][C:15](=[O:17])[N:14]([CH2:18][C:19]3[C:24]([C:25]4[CH:30]=[C:29]([CH:31]([CH3:33])[CH3:32])[C:28]([F:34])=[CH:27][C:26]=4[O:35][CH3:36])=[CH:23][N:22]=[C:21]([N:37]4[CH2:40][CH:39]([F:41])[CH2:38]4)[N:20]=3)[C@H:13]2[CH3:42])[CH:5]=[C:6]([C:8]([F:11])([F:10])[F:9])[CH:7]=1.P([O-])([O-])([O-])=O.[K+].[K+].[K+].[CH:51]1(B(O)O)[CH2:53][CH2:52]1. (2) Given the product [CH:1]1([C:6]2[C:14]3[C:9](=[CH:10][CH:11]=[CH:12][CH:13]=3)[N:8]([S:15]([C:18]3[CH:26]=[CH:25][C:21]([C:22]([NH:45][CH2:46][CH:47]4[CH2:52][CH2:51][O:50][CH2:49][CH2:48]4)=[O:24])=[CH:20][CH:19]=3)(=[O:16])=[O:17])[CH:7]=2)[CH2:2][CH2:3][CH2:4][CH2:5]1, predict the reactants needed to synthesize it. The reactants are: [CH:1]1([C:6]2[C:14]3[C:9](=[CH:10][CH:11]=[CH:12][CH:13]=3)[N:8]([S:15]([C:18]3[CH:26]=[CH:25][C:21]([C:22]([OH:24])=O)=[CH:20][CH:19]=3)(=[O:17])=[O:16])[CH:7]=2)[CH2:5][CH2:4][CH2:3][CH2:2]1.CN1CCOCC1.ClC1N=C(OC)N=C(OC)N=1.[NH2:45][CH2:46][CH:47]1[CH2:52][CH2:51][O:50][CH2:49][CH2:48]1.Cl. (3) The reactants are: C(N(CC)CC)C.Cl[C:9]([O:11][CH3:12])=[O:10].[CH3:13][C:14]([NH:16][CH:17]1[C:27]2[CH:28]=[C:29]([OH:32])[CH:30]=[CH:31][C:26]=2[C:25]2[C:20](=[CH:21][C:22]([O:37][CH3:38])=[C:23]([O:35][CH3:36])[C:24]=2[O:33][CH3:34])[CH2:19][CH2:18]1)=[O:15]. Given the product [C:9](=[O:10])([O:11][CH3:12])[O:32][C:29]1[CH:30]=[CH:31][C:26]2[C:25]3[C:24]([O:33][CH3:34])=[C:23]([O:35][CH3:36])[C:22]([O:37][CH3:38])=[CH:21][C:20]=3[CH2:19][CH2:18][C@H:17]([NH:16][C:14](=[O:15])[CH3:13])[C:27]=2[CH:28]=1, predict the reactants needed to synthesize it. (4) Given the product [C:1]([O:5][C:6]([N:8]1[CH2:13][CH2:12][CH:11]([CH2:14][O:15][C:16]2[CH:25]=[C:24]3[C:19]([C:20]([O:29][C:30]4[CH:31]=[C:32]5[C:36](=[CH:37][CH:38]=4)[NH:35][CH:34]=[C:33]5[CH3:39])=[N:21][CH:22]=[N:23]3)=[CH:18][C:17]=2[O:27][CH3:28])[CH2:10][CH2:9]1)=[O:7])([CH3:4])([CH3:3])[CH3:2], predict the reactants needed to synthesize it. The reactants are: [C:1]([O:5][C:6]([N:8]1[CH2:13][CH2:12][CH:11]([CH2:14][O:15][C:16]2[CH:25]=[C:24]3[C:19]([C:20](Cl)=[N:21][CH:22]=[N:23]3)=[CH:18][C:17]=2[O:27][CH3:28])[CH2:10][CH2:9]1)=[O:7])([CH3:4])([CH3:3])[CH3:2].[OH:29][C:30]1[CH:31]=[C:32]2[C:36](=[CH:37][CH:38]=1)[NH:35][CH:34]=[C:33]2[CH3:39].C(=O)([O-])[O-].[K+].[K+]. (5) Given the product [OH:36][CH:33]([CH2:34][CH3:35])[CH2:32][N:3]1[CH:7]=[C:6]([NH:8][C:9]([C:11]2[CH:16]=[C:15]([CH2:17][O:18][C:19]3[CH:24]=[CH:23][CH:22]=[CH:21][C:20]=3[C:25]([F:26])([F:27])[F:28])[CH:14]=[CH:13][N:12]=2)=[O:10])[CH:5]=[N:4]1, predict the reactants needed to synthesize it. The reactants are: Cl.Cl.[NH:3]1[CH:7]=[C:6]([NH:8][C:9]([C:11]2[CH:16]=[C:15]([CH2:17][O:18][C:19]3[CH:24]=[CH:23][CH:22]=[CH:21][C:20]=3[C:25]([F:28])([F:27])[F:26])[CH:14]=[CH:13][N:12]=2)=[O:10])[CH:5]=[N:4]1.[H-].[Na+].Br[CH2:32][CH:33]([OH:36])[CH2:34][CH3:35].O.